This data is from Catalyst prediction with 721,799 reactions and 888 catalyst types from USPTO. The task is: Predict which catalyst facilitates the given reaction. (1) Reactant: [BH4-].[Na+].[CH2:3]([N:10]1[CH2:15][CH:14]([CH3:16])[C:13](=[O:17])[C:12]([CH3:19])([CH3:18])[CH2:11]1)[C:4]1[CH:9]=[CH:8][CH:7]=[CH:6][CH:5]=1. Product: [CH2:3]([N:10]1[CH2:15][CH:14]([CH3:16])[CH:13]([OH:17])[C:12]([CH3:18])([CH3:19])[CH2:11]1)[C:4]1[CH:5]=[CH:6][CH:7]=[CH:8][CH:9]=1. The catalyst class is: 5. (2) The catalyst class is: 507. Reactant: I[C:2]1[CH:3]=[CH:4][C:5]2[O:9][C:8]([CH2:10][O:11][C:12]3[CH:17]=[CH:16][CH:15]=[CH:14][CH:13]=3)=[CH:7][C:6]=2[CH:18]=1.N.[CH3:20][N:21]1CCCC1=O. Product: [O:11]([CH2:10][C:8]1[O:9][C:5]2[CH:4]=[CH:3][C:2]([C:20]#[N:21])=[CH:18][C:6]=2[CH:7]=1)[C:12]1[CH:17]=[CH:16][CH:15]=[CH:14][CH:13]=1. (3) Reactant: C(O[C:4](=O)[CH:5](N)[CH2:6][C:7]1[CH:12]=[CH:11][C:10]([C:13]2N=C(C3C=CC(NC(OC(C)(C)C)=O)=CC=3)ON=2)=[C:9](F)[CH:8]=1)C.C([O:37][C:38](=[O:85])[CH:39]([NH:67][C:68](OCC1C2C=CC=CC=2C2C1=CC=CC=2)=[O:69])[CH2:40][C:41]1[CH:46]=[CH:45][C:44]([C:47]2[N:51]=[C:50]([C:52]3[CH:57]=[CH:56][C:55]([NH:58][C:59]([O:61][C:62]([CH3:65])([CH3:64])[CH3:63])=[O:60])=[CH:54][CH:53]=3)[O:49][N:48]=2)=[C:43]([F:66])[CH:42]=1)C.N1CC[O:89][CH2:88]C1. Product: [C:62]([O:61][C:59]([NH:58][C:55]1[CH:56]=[CH:57][C:52]([C:50]2[O:49][N:48]=[C:47]([C:44]3[CH:45]=[CH:46][C:41]([CH2:40][CH:39]([NH:67][C:68]([C:88]4[O:89][C:6]([C:7]5[CH:8]=[CH:9][C:10]([CH3:13])=[CH:11][CH:12]=5)=[CH:5][CH:4]=4)=[O:69])[C:38]([OH:37])=[O:85])=[CH:42][C:43]=3[F:66])[N:51]=2)=[CH:53][CH:54]=1)=[O:60])([CH3:65])([CH3:64])[CH3:63]. The catalyst class is: 3.